Dataset: NCI-60 drug combinations with 297,098 pairs across 59 cell lines. Task: Regression. Given two drug SMILES strings and cell line genomic features, predict the synergy score measuring deviation from expected non-interaction effect. (1) Drug 1: CS(=O)(=O)CCNCC1=CC=C(O1)C2=CC3=C(C=C2)N=CN=C3NC4=CC(=C(C=C4)OCC5=CC(=CC=C5)F)Cl. Drug 2: C#CCC(CC1=CN=C2C(=N1)C(=NC(=N2)N)N)C3=CC=C(C=C3)C(=O)NC(CCC(=O)O)C(=O)O. Cell line: KM12. Synergy scores: CSS=46.9, Synergy_ZIP=2.70, Synergy_Bliss=-0.940, Synergy_Loewe=-21.4, Synergy_HSA=-3.08. (2) Drug 1: CC12CCC3C(C1CCC2O)C(CC4=C3C=CC(=C4)O)CCCCCCCCCS(=O)CCCC(C(F)(F)F)(F)F. Drug 2: CC(C)(C#N)C1=CC(=CC(=C1)CN2C=NC=N2)C(C)(C)C#N. Cell line: M14. Synergy scores: CSS=-4.13, Synergy_ZIP=-0.306, Synergy_Bliss=-4.83, Synergy_Loewe=-17.1, Synergy_HSA=-8.31.